Dataset: hERG Central: cardiac toxicity at 1µM, 10µM, and general inhibition. Task: Predict hERG channel inhibition at various concentrations. (1) The drug is Oc1c(C(c2cccs2)N2CCN(c3ccc(F)cc3)CC2)sc2ncnn12. Results: hERG_inhib (hERG inhibition (general)): blocker. (2) The molecule is O=C(CN1CCN(C(=O)N2CCCCC2)CC1)Nc1ccc(F)cc1. Results: hERG_inhib (hERG inhibition (general)): blocker. (3) The molecule is CCOC(=O)c1ccc(NC(=S)N(CCCN(CC)CC)Cc2ccco2)cc1. Results: hERG_inhib (hERG inhibition (general)): blocker. (4) The drug is N=c1c(C(=O)NC2CCCCC2)cc2c(=O)n3ccccc3nc2n1CCc1ccccc1. Results: hERG_inhib (hERG inhibition (general)): blocker. (5) The molecule is Cc1ccc(-n2cccn2)c(CN2CCCC(CNC(=O)c3ccc(F)cc3)C2)c1. Results: hERG_inhib (hERG inhibition (general)): blocker. (6) The drug is COc1ccc(CNCCc2c(C)[nH]c3ccc(OC(F)(F)F)cc23)c(OC)c1.O=C(O)C(=O)O. Results: hERG_inhib (hERG inhibition (general)): blocker. (7) The molecule is O=C(NCc1ccc(Cl)cc1)c1ccc(CS(=O)Cc2cccc(Cl)c2)o1. Results: hERG_inhib (hERG inhibition (general)): blocker.